Dataset: Reaction yield outcomes from USPTO patents with 853,638 reactions. Task: Predict the reaction yield, written as a fraction of the theoretical maximum amount of product (1.0 means a 100% yield; for example, 0.34 means a 34% yield). (1) The reactants are Br[C:2]1[CH:3]=[CH:4][C:5]2[O:10][C:9]([F:12])([F:11])[O:8][C:7]([F:14])([F:13])[C:6]=2[CH:15]=1. The catalyst is CO.CC#N.CCN(CC)CC.C1C=CC([P]([Pd]([P](C2C=CC=CC=2)(C2C=CC=CC=2)C2C=CC=CC=2)([P](C2C=CC=CC=2)(C2C=CC=CC=2)C2C=CC=CC=2)[P](C2C=CC=CC=2)(C2C=CC=CC=2)C2C=CC=CC=2)(C2C=CC=CC=2)C2C=CC=CC=2)=CC=1. The product is [CH3:7][O:8][C:9]([C:2]1[CH:3]=[CH:4][C:5]2[O:10][C:9]([F:12])([F:11])[O:8][C:7]([F:14])([F:13])[C:6]=2[CH:15]=1)=[O:10]. The yield is 0.850. (2) The reactants are [CH2:1]([N:7]1[CH2:12][CH:11]2[CH:9]([C:10]2([CH3:22])[C:13]2[CH:18]=[CH:17][CH:16]=[C:15]([N+:19]([O-])=O)[CH:14]=2)[C:8]1=O)[CH2:2][CH2:3][CH2:4][CH2:5][CH3:6].[H-].[Al+3].[Li+].[H-].[H-].[H-].O. The catalyst is O1CCCC1. The product is [CH2:1]([N:7]1[CH2:12][CH:11]2[CH:9]([C:10]2([C:13]2[CH:14]=[C:15]([NH2:19])[CH:16]=[CH:17][CH:18]=2)[CH3:22])[CH2:8]1)[CH2:2][CH2:3][CH2:4][CH2:5][CH3:6]. The yield is 0.360. (3) The reactants are [CH3:1][NH:2][C:3]1[N:8]=[C:7]([CH2:9][CH2:10][O:11][C:12]2[CH:13]=[C:14]3[C:18](=[CH:19][CH:20]=2)[NH:17][C:16]([CH2:21][CH2:22][C:23]([O:25]C)=[O:24])=[CH:15]3)[CH:6]=[CH:5][CH:4]=1.[OH-].[Na+]. The catalyst is CO.O. The product is [CH3:1][NH:2][C:3]1[N:8]=[C:7]([CH2:9][CH2:10][O:11][C:12]2[CH:13]=[C:14]3[C:18](=[CH:19][CH:20]=2)[NH:17][C:16]([CH2:21][CH2:22][C:23]([OH:25])=[O:24])=[CH:15]3)[CH:6]=[CH:5][CH:4]=1. The yield is 0.820. (4) The yield is 0.950. The catalyst is CO.[Pd]. The reactants are [F:1][C:2]1[CH:7]=[CH:6][C:5]([O:8][C:9]2[CH:14]=[CH:13][C:12]([N+:15]([O-])=O)=[CH:11][CH:10]=2)=[CH:4][C:3]=1[C:18]([F:21])([F:20])[F:19]. The product is [F:1][C:2]1[CH:7]=[CH:6][C:5]([O:8][C:9]2[CH:10]=[CH:11][C:12]([NH2:15])=[CH:13][CH:14]=2)=[CH:4][C:3]=1[C:18]([F:19])([F:20])[F:21].